Task: Predict the reactants needed to synthesize the given product.. Dataset: Full USPTO retrosynthesis dataset with 1.9M reactions from patents (1976-2016) (1) Given the product [F:16][C:17]([F:27])([F:26])[C:18]([C:2]1[CH:7]=[CH:6][CH:5]=[C:4]([CH2:8][O:9][CH3:10])[CH:3]=1)=[O:19], predict the reactants needed to synthesize it. The reactants are: Br[C:2]1[CH:7]=[CH:6][CH:5]=[C:4]([CH2:8][O:9][CH3:10])[CH:3]=1.[Li]CCCC.[F:16][C:17]([F:27])([F:26])[C:18](N1CCCCC1)=[O:19]. (2) Given the product [CH2:9]([Br:1])[CH2:10][CH:11]([CH2:13][CH2:14][CH2:15][CH:16]([CH2:18][CH2:19][CH2:20][CH:21]([CH2:23][CH2:24][CH2:25][CH:26]([CH3:28])[CH3:27])[CH3:22])[CH3:17])[CH3:12], predict the reactants needed to synthesize it. The reactants are: [Br-:1].[Mg+2].[Br-].S(O[CH2:9][CH2:10][CH:11]([CH2:13][CH2:14][CH2:15][CH:16]([CH2:18][CH2:19][CH2:20][CH:21]([CH2:23][CH2:24][CH2:25][CH:26]([CH3:28])[CH3:27])[CH3:22])[CH3:17])[CH3:12])(=O)(=O)C.O. (3) Given the product [CH:32]1([NH:31][C:29](=[O:30])[C:24]2[CH:23]=[C:22]([C:2]3[CH:3]=[C:4]4[C:9](=[CH:10][CH:11]=3)[N:8]=[C:7]([NH:12][C:13]([CH3:20])([CH3:19])[CH2:14][NH:15][CH:16]([CH3:18])[CH3:17])[N:6]=[CH:5]4)[C:27]([CH3:28])=[CH:26][N:25]=2)[CH2:34][CH2:33]1, predict the reactants needed to synthesize it. The reactants are: Br[C:2]1[CH:3]=[C:4]2[C:9](=[CH:10][CH:11]=1)[N:8]=[C:7]([NH:12][C:13]([CH3:20])([CH3:19])[CH2:14][NH:15][CH:16]([CH3:18])[CH3:17])[N:6]=[CH:5]2.Cl[C:22]1[C:27]([CH3:28])=[CH:26][N:25]=[C:24]([C:29]([NH:31][CH:32]2[CH2:34][CH2:33]2)=[O:30])[CH:23]=1. (4) Given the product [CH2:1]1[C:9]2[C:4](=[CH:5][CH:6]=[CH:7][CH:8]=2)[CH2:3][N:2]1[CH2:10][C:11]1[CH:32]=[CH:31][C:14]([CH2:15][O:16][C:17]2[CH:22]=[CH:21][C:20]([C@@H:23]([C:28]#[C:29][CH3:30])[CH2:24][C:25]([O-:27])=[O:26])=[CH:19][CH:18]=2)=[CH:13][CH:12]=1.[Na+:34], predict the reactants needed to synthesize it. The reactants are: [CH2:1]1[C:9]2[C:4](=[CH:5][CH:6]=[CH:7][CH:8]=2)[CH2:3][N:2]1[CH2:10][C:11]1[CH:32]=[CH:31][C:14]([CH2:15][O:16][C:17]2[CH:22]=[CH:21][C:20]([C@@H:23]([C:28]#[C:29][CH3:30])[CH2:24][C:25]([OH:27])=[O:26])=[CH:19][CH:18]=2)=[CH:13][CH:12]=1.[OH-].[Na+:34]. (5) Given the product [NH2:22][C:21]1[C:20]([C:18]#[N:36])=[C:4]([C:5]2[CH:10]=[CH:9][C:8]([NH:11][C:12](=[O:14])[CH3:13])=[CH:7][CH:6]=2)[C:3]([C:15]#[N:16])=[C:1]([S:30][C:24]2[CH:29]=[CH:28][CH:27]=[CH:26][CH:25]=2)[N:2]=1, predict the reactants needed to synthesize it. The reactants are: [C:1]([C:3]([C:15]#[N:16])=[CH:4][C:5]1[CH:10]=[CH:9][C:8]([NH:11][C:12](=[O:14])[CH3:13])=[CH:7][CH:6]=1)#[N:2].C(#N)[CH:18]([CH2:20][C:21]#[N:22])O.[C:24]1([SH:30])[CH:29]=[CH:28][CH:27]=[CH:26][CH:25]=1.C(O)C.C([N:36](CC)CC)C. (6) Given the product [Cl:12][C:11]1[C:2]2[N:1]=[C:30]([CH:29]([C:33]3[CH:38]=[CH:37][C:36]([Cl:39])=[CH:35][C:34]=3[Cl:40])[OH:28])[N:13]([CH2:14][CH2:15][CH2:16][OH:17])[C:3]=2[C:4]([C:5]([O:7][CH3:8])=[O:6])=[CH:9][CH:10]=1, predict the reactants needed to synthesize it. The reactants are: [NH2:1][C:2]1[C:3]([NH:13][CH2:14][CH2:15][CH2:16][OH:17])=[C:4]([CH:9]=[CH:10][C:11]=1[Cl:12])[C:5]([O:7][CH3:8])=[O:6].C(N(CC)CC)C.C([O:28][CH:29]([C:33]1[CH:38]=[CH:37][C:36]([Cl:39])=[CH:35][C:34]=1[Cl:40])[C:30](Cl)=O)(=O)C.C(=O)([O-])[O-].[K+].[K+]. (7) Given the product [Br:1][C:2]1[CH:3]=[C:4]([O:8][S:16]([CH3:15])(=[O:18])=[O:17])[CH:5]=[N:6][CH:7]=1, predict the reactants needed to synthesize it. The reactants are: [Br:1][C:2]1[CH:3]=[C:4]([OH:8])[CH:5]=[N:6][CH:7]=1.C(=O)([O-])[O-].[K+].[K+].[CH3:15][S:16](Cl)(=[O:18])=[O:17]. (8) Given the product [CH3:20][O:21][C:22]1[CH:27]=[CH:26][C:25]([C@@H:28]([NH:30][C:9](=[O:11])[CH2:8][N:7]2[C:2](=[O:1])[C:3]3[CH:15]=[C:14]([C:16]([F:19])([F:18])[F:17])[CH:13]=[CH:12][C:4]=3[N:5]=[N:6]2)[CH3:29])=[CH:24][CH:23]=1, predict the reactants needed to synthesize it. The reactants are: [O:1]=[C:2]1[N:7]([CH2:8][C:9]([OH:11])=O)[N:6]=[N:5][C:4]2[CH:12]=[CH:13][C:14]([C:16]([F:19])([F:18])[F:17])=[CH:15][C:3]1=2.[CH3:20][O:21][C:22]1[CH:27]=[CH:26][C:25]([C@@H:28]([NH2:30])[CH3:29])=[CH:24][CH:23]=1.